Dataset: Reaction yield outcomes from USPTO patents with 853,638 reactions. Task: Predict the reaction yield, written as a fraction of the theoretical maximum amount of product (1.0 means a 100% yield; for example, 0.34 means a 34% yield). (1) The reactants are [H-].[Na+].[OH:3][C:4]1[CH:5]=[N:6][CH:7]=[C:8]([CH:11]=1)[C:9]#[N:10].[F:12][C:13]1[CH:14]=[C:15]([CH:18]=[C:19]([F:21])[CH:20]=1)[CH2:16]Br.C(OCC)(=O)C. The catalyst is CC(N(C)C)=O. The product is [F:12][C:13]1[CH:14]=[C:15]([CH:18]=[C:19]([F:21])[CH:20]=1)[CH2:16][O:3][C:4]1[CH:5]=[N:6][CH:7]=[C:8]([CH:11]=1)[C:9]#[N:10]. The yield is 0.680. (2) The reactants are [OH:1][C:2]1[CH:10]=[C:9]([CH3:11])[CH:8]=[CH:7][C:3]=1[C:4]([OH:6])=[O:5].[C:12]([O-])([O-])=O.[K+].[K+].[OH-].[K+].Cl. The catalyst is CC(C)=O.CO.CI. The product is [CH3:12][O:1][C:2]1[CH:10]=[C:9]([CH3:11])[CH:8]=[CH:7][C:3]=1[C:4]([OH:6])=[O:5]. The yield is 0.850. (3) The catalyst is CN(C)C=O.C1C=CC([P]([Pd]([P](C2C=CC=CC=2)(C2C=CC=CC=2)C2C=CC=CC=2)([P](C2C=CC=CC=2)(C2C=CC=CC=2)C2C=CC=CC=2)[P](C2C=CC=CC=2)(C2C=CC=CC=2)C2C=CC=CC=2)(C2C=CC=CC=2)C2C=CC=CC=2)=CC=1. The yield is 0.930. The product is [CH3:1][O:2][C:3]1[CH:4]=[C:5]2[C:10](=[CH:11][CH:12]=1)[C:9]([C:13]([C:14]1[CH:19]=[CH:18][C:17]([O:20][CH2:21][CH2:22][N:23]3[CH2:24][CH2:25][CH2:26][CH2:27][CH2:28]3)=[CH:16][CH:15]=1)=[O:29])=[C:8]([C:40]1[C:39]([F:38])=[CH:44][C:43]([F:45])=[CH:42][C:41]=1[F:46])[CH:7]=[CH:6]2. The reactants are [CH3:1][O:2][C:3]1[CH:4]=[C:5]2[C:10](=[CH:11][CH:12]=1)[C:9]([C:13](=[O:29])[C:14]1[CH:19]=[CH:18][C:17]([O:20][CH2:21][CH2:22][N:23]3[CH2:28][CH2:27][CH2:26][CH2:25][CH2:24]3)=[CH:16][CH:15]=1)=[C:8](OS(C(F)(F)F)(=O)=O)[CH:7]=[CH:6]2.[F:38][C:39]1[CH:44]=[C:43]([F:45])[CH:42]=[C:41]([F:46])[C:40]=1B(O)O.P([O-])([O-])([O-])=O.[K+].[K+].[K+]. (4) The reactants are [S:1]1[CH:5]=[CH:4][N:3]=[C:2]1[CH2:6][N:7]1[CH2:12][CH2:11][CH2:10][CH2:9][CH2:8]1.C([Li])CCC.[CH2:18]([Sn:22](Cl)([CH2:27][CH2:28][CH2:29][CH3:30])[CH2:23][CH2:24][CH2:25][CH3:26])[CH2:19][CH2:20][CH3:21].C(=O)([O-])O.[Na+]. The catalyst is C1COCC1. The product is [CH2:27]([Sn:22]([CH2:18][CH2:19][CH2:20][CH3:21])([CH2:23][CH2:24][CH2:25][CH3:26])[C:5]1[S:1][C:2]([CH2:6][N:7]2[CH2:8][CH2:9][CH2:10][CH2:11][CH2:12]2)=[N:3][CH:4]=1)[CH2:28][CH2:29][CH3:30]. The yield is 0.720. (5) The reactants are [NH2:1][C:2]1[S:3][CH:4]=[C:5]([CH2:11][O:12][CH2:13][O:14][CH3:15])[C:6]=1[S:7]([NH2:10])(=[O:9])=[O:8].[CH2:16]([N:23]1[C:32]2[C:27](=[CH:28][CH:29]=[CH:30][CH:31]=2)[C:26](=[O:33])[C:25](=[C:34](SC)SC)[C:24]1=[O:39])[C:17]1[CH:22]=[CH:21][CH:20]=[CH:19][CH:18]=1. The catalyst is C1(C)C=CC=CC=1. The product is [CH2:16]([N:23]1[C:32]2[C:27](=[CH:28][CH:29]=[CH:30][CH:31]=2)[C:26]([OH:33])=[C:25]([C:34]2[NH:1][C:2]3[S:3][CH:4]=[C:5]([CH2:11][O:12][CH2:13][O:14][CH3:15])[C:6]=3[S:7](=[O:8])(=[O:9])[N:10]=2)[C:24]1=[O:39])[C:17]1[CH:18]=[CH:19][CH:20]=[CH:21][CH:22]=1. The yield is 0.733. (6) The reactants are [CH3:1][C:2](O)([CH3:14])[CH2:3][C:4]1[C:13]2[C:8](=[CH:9][CH:10]=[CH:11][CH:12]=2)[CH:7]=[CH:6][CH:5]=1.S(=O)(=O)(O)[OH:17].[C:21](#[N:23])[CH3:22]. The catalyst is O. The product is [CH3:1][C:2]([NH:23][C:21](=[O:17])[CH3:22])([CH3:14])[CH2:3][C:4]1[C:13]2[C:8](=[CH:9][CH:10]=[CH:11][CH:12]=2)[CH:7]=[CH:6][CH:5]=1. The yield is 0.370.